The task is: Predict the product of the given reaction.. This data is from Forward reaction prediction with 1.9M reactions from USPTO patents (1976-2016). Given the reactants C[O:2][C:3]([C:5]1[O:9][N:8]=[C:7]([O:10][CH2:11][CH2:12][CH2:13][N:14]2[CH2:19][CH2:18][CH2:17][CH2:16][CH2:15]2)[CH:6]=1)=O.[BH4-].[Na+], predict the reaction product. The product is: [N:14]1([CH2:13][CH2:12][CH2:11][O:10][C:7]2[CH:6]=[C:5]([CH2:3][OH:2])[O:9][N:8]=2)[CH2:19][CH2:18][CH2:17][CH2:16][CH2:15]1.